Task: Predict which catalyst facilitates the given reaction.. Dataset: Catalyst prediction with 721,799 reactions and 888 catalyst types from USPTO (1) Reactant: [Si]([O:8][CH2:9][C:10]1[N:11]([CH3:45])[C:12]2[CH:13]=[C:14]3[O:23][CH2:22][CH2:21][C:20]4[C:24]([OH:44])=[C:25]([C:40]([O:42][CH3:43])=[O:41])[C:26](=[O:39])[N:27]([CH2:28][C:29]5[CH:34]=[CH:33][C:32]([O:35][CH3:36])=[CH:31][C:30]=5[O:37][CH3:38])[C:19]=4[C:15]3=[CH:16][C:17]=2[CH:18]=1)(C(C)(C)C)(C)C.CCCC[N+](CCCC)(CCCC)CCCC.[F-]. Product: [CH3:38][O:37][C:30]1[CH:31]=[C:32]([O:35][CH3:36])[CH:33]=[CH:34][C:29]=1[CH2:28][N:27]1[C:19]2[C:15]3[C:14]([O:23][CH2:22][CH2:21][C:20]=2[C:24]([OH:44])=[C:25]([C:40]([O:42][CH3:43])=[O:41])[C:26]1=[O:39])=[CH:13][C:12]1[N:11]([CH3:45])[C:10]([CH2:9][OH:8])=[CH:18][C:17]=1[CH:16]=3. The catalyst class is: 1. (2) Product: [C:17]([O:1][C:2]1[CH:11]=[C:10]2[C:5]([C:6](=[O:12])[NH:7][CH:8]=[N:9]2)=[C:4]([O:13][CH:14]([CH3:16])[CH3:15])[CH:3]=1)(=[O:19])[CH3:18]. Reactant: [OH:1][C:2]1[CH:11]=[C:10]2[C:5]([C:6](=[O:12])[NH:7][CH:8]=[N:9]2)=[C:4]([O:13][CH:14]([CH3:16])[CH3:15])[CH:3]=1.[C:17](OC(=O)C)(=[O:19])[CH3:18]. The catalyst class is: 228. (3) Product: [CH2:10]([O:9][C:7]([C:4]1([CH2:31][OH:34])[CH2:3][CH2:2][N:1]([C:12]2[N:43]=[CH:42][C:41]([B:44]([OH:46])[OH:45])=[CH:40][N:39]=2)[CH2:6][CH2:5]1)=[O:8])[CH3:11]. The catalyst class is: 219. Reactant: [N:1]1([C:12](OC(C)(C)C)=O)[CH2:6][CH2:5][CH:4]([C:7]([O:9][CH2:10][CH3:11])=[O:8])[CH2:3][CH2:2]1.C[Si]([N-][Si](C)(C)C)(C)C.[Li+].C=O.[C:31](=[O:34])([O-])[O-].[Na+].[Na+].ClC1[N:43]=[CH:42][C:41]([B:44]([OH:46])[OH:45])=[CH:40][N:39]=1. (4) Reactant: [F:1][C:2]1[CH:22]=[C:21]([F:23])[CH:20]=[CH:19][C:3]=1[CH2:4][N:5]([O:17][CH3:18])[C:6](=[O:16])[CH:7]=[C:8]1[C:12](=[O:13])[O:11][C:10](C)(C)[O:9]1. Product: [CH3:10][O:11][C:12](=[O:13])[C:8]([OH:9])=[CH:7][C:6](=[O:16])[N:5]([CH2:4][C:3]1[CH:19]=[CH:20][C:21]([F:23])=[CH:22][C:2]=1[F:1])[O:17][CH3:18]. The catalyst class is: 5. (5) Reactant: [CH2:1]([C:5]1[N:6]([CH2:23][C:24]2[CH:29]=[CH:28][C:27]([C:30]3[C:31]([C:36]#[N:37])=[CH:32][CH:33]=[CH:34][CH:35]=3)=[CH:26][CH:25]=2)[C:7](=[O:22])[C:8]([C:12]2[CH:17]=[CH:16][C:15]([O:18][CH:19]([CH3:21])[CH3:20])=[CH:14][CH:13]=2)=[C:9]([CH3:11])[N:10]=1)[CH2:2][CH2:3][CH3:4].Cl.[NH2:39]O.[C:41](=[O:44])([O-])[OH:42].[Na+]. Product: [CH2:1]([C:5]1[N:6]([CH2:23][C:24]2[CH:25]=[CH:26][C:27]([C:30]3[CH:35]=[CH:34][CH:33]=[CH:32][C:31]=3[C:36]3[NH:39][C:41](=[O:44])[O:42][N:37]=3)=[CH:28][CH:29]=2)[C:7](=[O:22])[C:8]([C:12]2[CH:13]=[CH:14][C:15]([O:18][CH:19]([CH3:20])[CH3:21])=[CH:16][CH:17]=2)=[C:9]([CH3:11])[N:10]=1)[CH2:2][CH2:3][CH3:4]. The catalyst class is: 148. (6) Reactant: [Si:1]([O:8][CH2:9][CH2:10][C:11]1[CH:16]=[CH:15][C:14]([C:17]2[CH:18]=[C:19]3[C:24](=[CH:25][CH:26]=2)[CH2:23][NH:22][CH2:21][CH2:20]3)=[CH:13][CH:12]=1)([C:4]([CH3:7])([CH3:6])[CH3:5])([CH3:3])[CH3:2].C(N(CC)CC)C.[C:34]([O:37][CH2:38][C:39](Cl)=[O:40])(=[O:36])[CH3:35]. Product: [C:34]([O:37][CH2:38][C:39]([N:22]1[CH2:21][CH2:20][C:19]2[C:24](=[CH:25][CH:26]=[C:17]([C:14]3[CH:15]=[CH:16][C:11]([CH2:10][CH2:9][O:8][Si:1]([C:4]([CH3:6])([CH3:7])[CH3:5])([CH3:3])[CH3:2])=[CH:12][CH:13]=3)[CH:18]=2)[CH2:23]1)=[O:40])(=[O:36])[CH3:35]. The catalyst class is: 2. (7) Reactant: [CH2:1]([N:8]1[C:12](=[O:13])[CH2:11][CH:10]([C:14]([OH:16])=O)[CH2:9]1)[C:2]1[CH:7]=[CH:6][CH:5]=[CH:4][CH:3]=1.CCN=C=NCCCN(C)C.Cl.C1C=CC2N(O)N=NC=2C=1.[CH3:39][C@@H:40]([NH2:51])[C:41]1[C:50]2[C:45](=[CH:46][CH:47]=[CH:48][CH:49]=2)[CH:44]=[CH:43][CH:42]=1. Product: [CH2:1]([N:8]1[C:12](=[O:13])[CH2:11][C@@H:10]([C:14]([NH:51][C@@H:40]([C:41]2[C:50]3[C:45](=[CH:46][CH:47]=[CH:48][CH:49]=3)[CH:44]=[CH:43][CH:42]=2)[CH3:39])=[O:16])[CH2:9]1)[C:2]1[CH:3]=[CH:4][CH:5]=[CH:6][CH:7]=1. The catalyst class is: 136.